This data is from Full USPTO retrosynthesis dataset with 1.9M reactions from patents (1976-2016). The task is: Predict the reactants needed to synthesize the given product. (1) Given the product [F:1][C:2]1[CH:18]=[C:17]([CH:16]=[C:4]([O:5][C:6]2[CH:11]=[CH:10][C:9]([C:12]([F:15])([F:14])[F:13])=[CH:8][N:7]=2)[CH:3]=1)[CH:19]=[C:20]1[CH2:25][CH2:24][N:23]([C:33]([NH:32][C:28]2[CH:27]=[N:26][CH:31]=[CH:30][CH:29]=2)=[O:34])[CH2:22][CH2:21]1, predict the reactants needed to synthesize it. The reactants are: [F:1][C:2]1[CH:3]=[C:4]([CH:16]=[C:17]([CH:19]=[C:20]2[CH2:25][CH2:24][NH:23][CH2:22][CH2:21]2)[CH:18]=1)[O:5][C:6]1[CH:11]=[CH:10][C:9]([C:12]([F:15])([F:14])[F:13])=[CH:8][N:7]=1.[N:26]1[CH:31]=[CH:30][CH:29]=[C:28]([NH:32][C:33](=O)[O:34]C2C=CC=CC=2)[CH:27]=1.C(N(CC)CC)C. (2) Given the product [CH3:1][O:2][C:3]1[CH:8]=[CH:7][CH:6]=[CH:5][C:4]=1[CH:9]1[CH2:10][CH2:11][N:12]([C:15]([O:17][C:18]([CH3:21])([CH3:20])[CH3:19])=[O:16])[CH2:13][CH2:14]1, predict the reactants needed to synthesize it. The reactants are: [CH3:1][O:2][C:3]1[CH:8]=[CH:7][CH:6]=[CH:5][C:4]=1[C:9]1[CH2:14][CH2:13][N:12]([C:15]([O:17][C:18]([CH3:21])([CH3:20])[CH3:19])=[O:16])[CH2:11][CH:10]=1. (3) The reactants are: [CH3:1][NH:2][C:3]1[C:4]2[N:16]=[C:15]([NH:17][CH2:18][CH2:19][CH3:20])[N:14]=[C:13]([NH:21][CH3:22])[C:5]=2[N:6]=[C:7]([NH:9][CH2:10][CH2:11][CH3:12])[N:8]=1.[ClH:23].C(OCC)C.Cl.CNC1N=C(NCCC)C2N=C(NC)N=C(NCCC)C=2N=1. Given the product [ClH:23].[CH3:22][NH:21][C:13]1[C:5]2[N:6]=[C:7]([NH:9][CH2:10][CH2:11][CH3:12])[N:8]=[C:3]([NH:2][CH3:1])[C:4]=2[N:16]=[C:15]([NH:17][CH2:18][CH2:19][CH3:20])[N:14]=1, predict the reactants needed to synthesize it. (4) Given the product [Cl:1][C:2]1[N:3]=[C:4]([C:22]2[C:30]3[C:25](=[CH:26][CH:27]=[C:28]([C:31]4[O:35][C:34]([NH:36][CH2:37][C:38]5[CH:39]=[CH:40][C:41]([O:44][CH3:45])=[CH:42][CH:43]=5)=[N:33][N:32]=4)[CH:29]=3)[N:24]([S:46]([C:49]3[CH:50]=[CH:51][C:52]([CH3:53])=[CH:54][CH:55]=3)(=[O:48])=[O:47])[CH:23]=2)[CH:5]=[N:6][CH:7]=1, predict the reactants needed to synthesize it. The reactants are: [Cl:1][C:2]1[CH:7]=[N:6][CH:5]=[C:4]([Sn](CCCC)(CCCC)CCCC)[N:3]=1.I[C:22]1[C:30]2[C:25](=[CH:26][CH:27]=[C:28]([C:31]3[O:35][C:34]([NH:36][CH2:37][C:38]4[CH:43]=[CH:42][C:41]([O:44][CH3:45])=[CH:40][CH:39]=4)=[N:33][N:32]=3)[CH:29]=2)[N:24]([S:46]([C:49]2[CH:55]=[CH:54][C:52]([CH3:53])=[CH:51][CH:50]=2)(=[O:48])=[O:47])[CH:23]=1.CN(C=O)C.